From a dataset of Full USPTO retrosynthesis dataset with 1.9M reactions from patents (1976-2016). Predict the reactants needed to synthesize the given product. (1) Given the product [Cl:1][C:2]1[CH:7]=[CH:6][CH:5]=[C:4]([CH2:8][CH2:9][CH2:10][OH:13])[C:3]=1[OH:11], predict the reactants needed to synthesize it. The reactants are: [Cl:1][C:2]1[CH:7]=[CH:6][CH:5]=[C:4]([CH2:8][CH:9]=[CH2:10])[C:3]=1[OH:11].B.[O:13]1CCCC1.[OH-].[Na+].OO. (2) Given the product [C:1]1([C:7]([C:17]2[CH:22]=[CH:21][C:20]([CH:23]=[CH:24][C:25]([NH:37][S:34]([C:29]3[CH:30]=[CH:31][CH:32]=[CH:33][C:28]=3[CH3:38])(=[O:36])=[O:35])=[O:26])=[CH:19][CH:18]=2)=[C:8]([C:11]2[CH:16]=[CH:15][CH:14]=[CH:13][CH:12]=2)[CH2:9][CH3:10])[CH:2]=[CH:3][CH:4]=[CH:5][CH:6]=1, predict the reactants needed to synthesize it. The reactants are: [C:1]1(/[C:7](/[C:17]2[CH:22]=[CH:21][C:20]([CH:23]=[CH:24][C:25](O)=[O:26])=[CH:19][CH:18]=2)=[C:8](/[C:11]2[CH:16]=[CH:15][CH:14]=[CH:13][CH:12]=2)\[CH2:9][CH3:10])[CH:6]=[CH:5][CH:4]=[CH:3][CH:2]=1.[C:28]1([CH3:38])[C:29]([S:34]([NH2:37])(=[O:36])=[O:35])=[CH:30][CH:31]=[CH:32][CH:33]=1. (3) Given the product [Cl:1][C:2]1[CH:7]=[CH:6][C:5]([C:8]2[CH:13]=[N:12][N:11]3[C:14](=[O:17])[N:15]([CH2:33][CH2:32][NH:31][C:25]4[CH:30]=[CH:29][CH:28]=[CH:27][CH:26]=4)[N:16]=[C:10]3[C:9]=2[C:18]2[CH:23]=[CH:22][C:21]([Cl:24])=[CH:20][CH:19]=2)=[CH:4][CH:3]=1, predict the reactants needed to synthesize it. The reactants are: [Cl:1][C:2]1[CH:7]=[CH:6][C:5]([C:8]2[CH:13]=[N:12][N:11]3[C:14](=[O:17])[NH:15][N:16]=[C:10]3[C:9]=2[C:18]2[CH:23]=[CH:22][C:21]([Cl:24])=[CH:20][CH:19]=2)=[CH:4][CH:3]=1.[C:25]1([NH:31][CH2:32][CH2:33]O)[CH:30]=[CH:29][CH:28]=[CH:27][CH:26]=1.C1(P(C2C=CC=CC=2)C2C=CC=CC=2)C=CC=CC=1.N(C(OCC)=O)=NC(OCC)=O.